Dataset: Catalyst prediction with 721,799 reactions and 888 catalyst types from USPTO. Task: Predict which catalyst facilitates the given reaction. (1) Reactant: [CH3:1][C:2]1[CH:3]=[C:4]([CH:8]=[CH:9][C:10]=1[N:11]1[CH2:16][CH2:15][O:14][CH2:13][C:12]1=[O:17])[C:5]([OH:7])=O.[Br:18][C:19]1[CH:32]=[CH:31][C:22]2[NH:23][C:24]([C@@H:26]([NH2:30])[CH2:27][O:28][CH3:29])=[N:25][C:21]=2[CH:20]=1.CN(C(ON1N=NC2C=CC=CC1=2)=[N+](C)C)C.[B-](F)(F)(F)F.CCN(C(C)C)C(C)C. Product: [Br:18][C:19]1[CH:32]=[CH:31][C:22]2[NH:23][C:24]([C@@H:26]([NH:30][C:5](=[O:7])[C:4]3[CH:8]=[CH:9][C:10]([N:11]4[CH2:16][CH2:15][O:14][CH2:13][C:12]4=[O:17])=[C:2]([CH3:1])[CH:3]=3)[CH2:27][O:28][CH3:29])=[N:25][C:21]=2[CH:20]=1. The catalyst class is: 1. (2) Reactant: C([Mg]Cl)(C)C.CN(C)CCOCCN(C)C.I[C:18]1[CH:19]=[C:20]([CH:23]=[CH:24][CH:25]=1)[C:21]#[N:22].[C:26]([O:33][C:34]([CH3:37])([CH3:36])[CH3:35])(=[O:32])[C:27](OCC)=[O:28]. Product: [C:21]([C:20]1[CH:19]=[C:18]([C:27](=[O:28])[C:26]([O:33][C:34]([CH3:37])([CH3:36])[CH3:35])=[O:32])[CH:25]=[CH:24][CH:23]=1)#[N:22]. The catalyst class is: 1.